Predict the reaction yield, written as a fraction of the theoretical maximum amount of product (1.0 means a 100% yield; for example, 0.34 means a 34% yield). From a dataset of Reaction yield outcomes from USPTO patents with 853,638 reactions. (1) The reactants are [CH:1](=[O:4])[CH2:2][CH3:3].[CH:5](=[O:12])[C:6]1[CH:11]=[CH:10][CH:9]=[CH:8][CH:7]=1.N1CCC[C@H]1C(O)=O. The catalyst is CN(C)C=O.C(OCC)(=O)C. The product is [OH:12][C@H:5]([C:6]1[CH:11]=[CH:10][CH:9]=[CH:8][CH:7]=1)[C@H:2]([CH3:3])[CH:1]=[O:4]. The yield is 0.810. (2) The reactants are [NH:1]([C:3]1[CH:10]=[CH:9][C:6]([C:7]#[N:8])=[CH:5][N:4]=1)N.[CH3:11][O:12][C:13]1[CH:18]=[CH:17][C:16]([C:19](=O)[CH2:20][N:21]2[CH:25]=[CH:24][CH:23]=[CH:22]2)=[CH:15][CH:14]=1. No catalyst specified. The product is [C:7]([C:6]1[CH:9]=[C:10]2[C:20]([N:21]3[CH:25]=[CH:24][CH:23]=[CH:22]3)=[C:19]([C:16]3[CH:15]=[CH:14][C:13]([O:12][CH3:11])=[CH:18][CH:17]=3)[NH:1][C:3]2=[N:4][CH:5]=1)#[N:8]. The yield is 0.160. (3) The reactants are C(=O)(O)[O-].[Na+].[Cl:6][C:7]1[CH:12]=[CH:11][CH:10]=[C:9]([Cl:13])[C:8]=1[C:14]1[C:18]([CH2:19][O:20][C:21]2[CH:26]=[CH:25][C:24]([C:27]3[CH:36]=[C:35]4[C:30]([C:31](=[O:42])[CH:32]=[C:33]([C:37]([O:39]CC)=[O:38])[O:34]4)=[CH:29][CH:28]=3)=[CH:23][CH:22]=2)=[C:17]([CH:43]([CH3:45])[CH3:44])[O:16][N:15]=1.C(=O)([O-])[O-].[Na+].[Na+]. The catalyst is O1CCCC1.C(O)C.ClCCl. The product is [Cl:13][C:9]1[CH:10]=[CH:11][CH:12]=[C:7]([Cl:6])[C:8]=1[C:14]1[C:18]([CH2:19][O:20][C:21]2[CH:26]=[CH:25][C:24]([C:27]3[CH:36]=[C:35]4[C:30]([C:31](=[O:42])[CH:32]=[C:33]([C:37]([OH:39])=[O:38])[O:34]4)=[CH:29][CH:28]=3)=[CH:23][CH:22]=2)=[C:17]([CH:43]([CH3:45])[CH3:44])[O:16][N:15]=1. The yield is 0.760.